This data is from Full USPTO retrosynthesis dataset with 1.9M reactions from patents (1976-2016). The task is: Predict the reactants needed to synthesize the given product. (1) Given the product [Cl:1][C:2]1[N:7]=[C:6]([CH2:8][CH2:9][NH:10][CH2:11][C:40]2[CH:41]=[CH:42][C:37]([O:46][CH3:44])=[CH:38][CH:39]=2)[C:5]2[C:13]([I:35])=[N:14][N:15]([C:16]([C:17]3[CH:18]=[CH:19][CH:20]=[CH:21][CH:22]=3)([C:29]3[CH:30]=[CH:31][CH:32]=[CH:33][CH:34]=3)[C:23]3[CH:28]=[CH:27][CH:26]=[CH:25][CH:24]=3)[C:4]=2[CH:3]=1, predict the reactants needed to synthesize it. The reactants are: [Cl:1][C:2]1[N:7]=[C:6](/[CH:8]=[CH:9]/[N:10](C)[CH3:11])[C:5]2[C:13]([I:35])=[N:14][N:15]([C:16]([C:29]3[CH:34]=[CH:33][CH:32]=[CH:31][CH:30]=3)([C:23]3[CH:28]=[CH:27][CH:26]=[CH:25][CH:24]=3)[C:17]3[CH:22]=[CH:21][CH:20]=[CH:19][CH:18]=3)[C:4]=2[CH:3]=1.C(N)[C:37]1[CH:42]=[CH:41][CH:40]=[CH:39][CH:38]=1.[C:44](O[BH-](OC(=O)C)OC(=O)C)(=[O:46])C.[Na+]. (2) Given the product [N+:45]([C:40]1[CH:41]=[CH:42][CH:43]=[CH:44][C:39]=1[NH:35][C:32]1[CH:33]=[CH:34][C:29]([O:28][C:25]2[CH:26]=[CH:27][C:22]([C:13]([C:10]3[CH:11]=[CH:12][C:7]([O:6][C:5]4[CH:36]=[CH:37][C:2]([NH:1][C:3]5[CH:4]=[CH:5][CH:36]=[CH:37][C:2]=5[N+:1]([O-:50])=[O:48])=[CH:3][CH:4]=4)=[CH:8][CH:9]=3)([C:18]([F:19])([F:20])[F:21])[C:14]([F:16])([F:17])[F:15])=[CH:23][CH:24]=2)=[CH:30][CH:31]=1)([O-:47])=[O:46], predict the reactants needed to synthesize it. The reactants are: [NH2:1][C:2]1[CH:37]=[CH:36][C:5]([O:6][C:7]2[CH:12]=[CH:11][C:10]([C:13]([C:22]3[CH:27]=[CH:26][C:25]([O:28][C:29]4[CH:34]=[CH:33][C:32]([NH2:35])=[CH:31][CH:30]=4)=[CH:24][CH:23]=3)([C:18]([F:21])([F:20])[F:19])[C:14]([F:17])([F:16])[F:15])=[CH:9][CH:8]=2)=[CH:4][CH:3]=1.F[C:39]1[CH:44]=[CH:43][CH:42]=[CH:41][C:40]=1[N+:45]([O-:47])=[O:46].[O-2:48].[Mg+2].[OH2:50]. (3) The reactants are: [CH2:1]([N:5]1[C:13]2[C:8](=[C:9]([O:14][CH3:15])[CH:10]=[CH:11][CH:12]=2)[C:7]([C:16](=[O:21])C(F)(F)F)=[CH:6]1)[CH2:2][CH2:3][CH3:4].Cl.[OH-:23].[Na+]. Given the product [CH2:1]([N:5]1[C:13]2[C:8](=[C:9]([O:14][CH3:15])[CH:10]=[CH:11][CH:12]=2)[C:7]([C:16]([OH:21])=[O:23])=[CH:6]1)[CH2:2][CH2:3][CH3:4], predict the reactants needed to synthesize it. (4) Given the product [C:21]([O:20][C:18]([N:10]1[C@H:11]([C:12]2[CH:17]=[CH:16][CH:15]=[CH:14][CH:13]=2)[C@H:7]([C:1]2[CH:6]=[CH:5][CH:4]=[CH:3][CH:2]=2)[N:8]=[C:9]1[NH:32][CH2:31][CH2:30][C:29]1[CH:33]=[CH:34][CH:35]=[CH:36][C:28]=1[F:27])=[O:19])([CH3:24])([CH3:23])[CH3:22], predict the reactants needed to synthesize it. The reactants are: [C:1]1([C@H:7]2[C@@H:11]([C:12]3[CH:17]=[CH:16][CH:15]=[CH:14][CH:13]=3)[N:10]([C:18]([O:20][C:21]([CH3:24])([CH3:23])[CH3:22])=[O:19])[C:9](SC)=[N:8]2)[CH:6]=[CH:5][CH:4]=[CH:3][CH:2]=1.[F:27][C:28]1[CH:36]=[CH:35][CH:34]=[CH:33][C:29]=1[CH2:30][CH2:31][NH2:32]. (5) Given the product [C:24]1([C:22]([C:9]2[CH:10]=[N:11][C:12]3[C:17]([C:8]=2[C:4]2[CH:5]=[CH:6][CH:7]=[C:2]([O:1][CH2:31][C:32]4[CH:37]=[CH:36][CH:35]=[CH:34][N:33]=4)[CH:3]=2)=[CH:16][CH:15]=[CH:14][C:13]=3[C:18]([F:21])([F:19])[F:20])=[O:23])[CH:25]=[CH:26][CH:27]=[CH:28][CH:29]=1, predict the reactants needed to synthesize it. The reactants are: [OH:1][C:2]1[CH:3]=[C:4]([C:8]2[C:17]3[C:12](=[C:13]([C:18]([F:21])([F:20])[F:19])[CH:14]=[CH:15][CH:16]=3)[N:11]=[CH:10][C:9]=2[C:22]([C:24]2[CH:29]=[CH:28][CH:27]=[CH:26][CH:25]=2)=[O:23])[CH:5]=[CH:6][CH:7]=1.Br[CH2:31][C:32]1[CH:37]=[CH:36][CH:35]=[CH:34][N:33]=1. (6) Given the product [NH2:10][C@@H:7]([C@@H:6]([O:5][C:1]([CH3:2])([CH3:4])[CH3:3])[CH3:21])[CH2:8][OH:9], predict the reactants needed to synthesize it. The reactants are: [C:1]([O:5][C@@H:6]([CH3:21])[C@H:7]([NH:10]C(=O)OCC1C=CC=CC=1)[CH2:8][OH:9])([CH3:4])([CH3:3])[CH3:2].[H][H].O. (7) Given the product [C:52](=[O:51])([O:53][C:32]1[CH:31]=[CH:30][C:35]([N+:36]([O-:38])=[O:37])=[CH:34][CH:33]=1)[O:11][C@H:10]([C:12]1[O:13][C:14]([C:17]2[CH:22]=[CH:21][C:20]([C:23]([F:26])([F:24])[F:25])=[CH:19][CH:18]=2)=[N:15][N:16]=1)[C:9]([CH3:29])([CH3:8])[CH2:27][CH3:28], predict the reactants needed to synthesize it. The reactants are: C1(C)C=CC=CC=1.[CH3:8][C:9]([CH3:29])([CH2:27][CH3:28])[C@@H:10]([C:12]1[O:13][C:14]([C:17]2[CH:22]=[CH:21][C:20]([C:23]([F:26])([F:25])[F:24])=[CH:19][CH:18]=2)=[N:15][N:16]=1)[OH:11].[CH:30]1[C:35]([N+:36]([O-:38])=[O:37])=[CH:34][CH:33]=[C:32]([Cl-]C([O-])=O)[CH:31]=1.N1C=CC=CC=1.CC[O:51][C:52](C)=[O:53].